Dataset: Catalyst prediction with 721,799 reactions and 888 catalyst types from USPTO. Task: Predict which catalyst facilitates the given reaction. (1) Reactant: [C:1]([O:5][C:6]([N:8]1[CH2:13][CH2:12][CH:11]([O:14][C:15]2[CH:27]=[CH:26][C:18]([O:19][CH2:20][C:21]([O:23]CC)=[O:22])=[CH:17][CH:16]=2)[CH2:10][CH2:9]1)=[O:7])([CH3:4])([CH3:3])[CH3:2].[OH-].[Li+]. Product: [C:1]([O:5][C:6]([N:8]1[CH2:13][CH2:12][CH:11]([O:14][C:15]2[CH:16]=[CH:17][C:18]([O:19][CH2:20][C:21]([OH:23])=[O:22])=[CH:26][CH:27]=2)[CH2:10][CH2:9]1)=[O:7])([CH3:4])([CH3:2])[CH3:3]. The catalyst class is: 214. (2) Reactant: [CH3:1][N:2]1[CH2:7][CH2:6][CH:5]=[C:4]([CH:8]=O)[CH2:3]1.O.[NH2:11][NH2:12]. Product: [CH3:1][N:2]1[CH2:7][CH2:6][CH:5]2[NH:11][N:12]=[CH:8][CH:4]2[CH2:3]1. The catalyst class is: 114. (3) Reactant: C(Cl)(=O)C(Cl)=O.CS(C)=O.[C:11]([C:13]1[C:14]([N:28]2[CH2:33][CH2:32][N:31]([C:34]([O:36][C:37]([CH3:40])([CH3:39])[CH3:38])=[O:35])[CH2:30][CH2:29]2)=[N:15][C:16]([CH3:27])=[C:17]([C:19]([NH:21][CH2:22][CH:23]([OH:26])[CH2:24][CH3:25])=[O:20])[CH:18]=1)#[N:12].O. Product: [C:11]([C:13]1[C:14]([N:28]2[CH2:33][CH2:32][N:31]([C:34]([O:36][C:37]([CH3:38])([CH3:40])[CH3:39])=[O:35])[CH2:30][CH2:29]2)=[N:15][C:16]([CH3:27])=[C:17]([C:19]([NH:21][CH2:22][C:23](=[O:26])[CH2:24][CH3:25])=[O:20])[CH:18]=1)#[N:12]. The catalyst class is: 2. (4) Reactant: COC1C=CC(C[NH:8][C:9]2[C:13]3[CH:14]=[CH:15][C:16]([CH3:33])=[C:17]([C:18]4[CH:23]=[C:22]5[NH:24][C:25](=[O:32])[C:26]6([CH2:31][CH2:30][O:29][CH2:28][CH2:27]6)[C:21]5=[CH:20][CH:19]=4)[C:12]=3[O:11][N:10]=2)=CC=1.FC(F)(F)C(O)=O.O.C(=O)([O-])O.[Na+]. Product: [NH2:8][C:9]1[C:13]2[CH:14]=[CH:15][C:16]([CH3:33])=[C:17]([C:18]3[CH:23]=[C:22]4[NH:24][C:25](=[O:32])[C:26]5([CH2:27][CH2:28][O:29][CH2:30][CH2:31]5)[C:21]4=[CH:20][CH:19]=3)[C:12]=2[O:11][N:10]=1. The catalyst class is: 96. (5) Reactant: C(O[C:5]([CH3:8])([CH3:7])[CH3:6])(=O)C.[CH2:9]([O:11][C:12](=[O:36])[CH:13]([OH:35])[C:14]1[C:15]([CH3:34])=[N:16][C:17]2[S:18][C:19]3[CH2:20][O:21][CH2:22][CH2:23][C:24]=3[C:25]=2[C:26]=1[C:27]1[CH:32]=[CH:31][C:30]([CH3:33])=[CH:29][CH:28]=1)[CH3:10].S(=O)(=O)(O)O.C(=O)(O)[O-].[Na+]. Product: [CH2:9]([O:11][C:12](=[O:36])[CH:13]([O:35][C:5]([CH3:8])([CH3:7])[CH3:6])[C:14]1[C:15]([CH3:34])=[N:16][C:17]2[S:18][C:19]3[CH2:20][O:21][CH2:22][CH2:23][C:24]=3[C:25]=2[C:26]=1[C:27]1[CH:28]=[CH:29][C:30]([CH3:33])=[CH:31][CH:32]=1)[CH3:10]. The catalyst class is: 4. (6) Reactant: [C:1]([O:5][C:6]([N:8]1[CH2:15][CH:14]2[N:16](CC3C=CC=CC=3)[CH:10]([CH2:11][O:12][CH2:13]2)[CH2:9]1)=[O:7])([CH3:4])([CH3:3])[CH3:2]. Product: [C:1]([O:5][C:6]([N:8]1[CH2:9][CH:10]2[NH:16][CH:14]([CH2:13][O:12][CH2:11]2)[CH2:15]1)=[O:7])([CH3:4])([CH3:2])[CH3:3]. The catalyst class is: 50. (7) Reactant: [N+:1]([C:4]1[CH:9]=[CH:8][CH:7]=[CH:6][C:5]=1[C:10]1[CH2:15][C:14]([CH3:17])([CH3:16])[CH2:13][C:12]([CH3:19])([CH3:18])[CH:11]=1)([O-])=O.[H][H]. Product: [CH3:18][C:12]1([CH3:19])[CH2:13][C:14]([CH3:16])([CH3:17])[CH2:15][CH:10]([C:5]2[CH:6]=[CH:7][CH:8]=[CH:9][C:4]=2[NH2:1])[CH2:11]1. The catalyst class is: 63. (8) Reactant: Cl[C:2]1[CH:3]=[C:4]([S:8][CH2:9][C:10](O)=O)[CH:5]=[CH:6][CH:7]=1.[Cl:13]C1C=CC=CC=1S.BrC[CH2:23][CH2:24][CH2:25][C:26]([O:28]CC)=[O:27].[OH-].[K+]. Product: [Cl:13][C:3]1[CH:2]=[CH:7][CH:6]=[CH:5][C:4]=1[S:8][CH2:9][CH2:10][CH2:23][CH2:24][CH2:25][C:26]([OH:28])=[O:27]. The catalyst class is: 8. (9) Reactant: [CH:1]12[O:10][CH:7]([CH2:8][CH2:9]1)[CH:6]1[CH:2]2[C:3](=[O:12])[O:4][C:5]1=[O:11].[CH2:13]([OH:20])[C:14]1[CH:19]=[CH:18][CH:17]=[CH:16][CH:15]=1. Product: [CH2:13]([O:20][C:5]([CH:6]1[CH:2]([C:3]([OH:12])=[O:4])[CH:1]2[O:10][CH:7]1[CH2:8][CH2:9]2)=[O:11])[C:14]1[CH:19]=[CH:18][CH:17]=[CH:16][CH:15]=1. The catalyst class is: 12. (10) Reactant: [NH2:1][C:2]1[C:3]([C:25]([F:28])([F:27])[F:26])=[C:4]2[C:10]([CH:11]3[CH2:16][CH2:15][N:14]([C:17]([CH:19]4[CH2:23][CH2:22][CH2:21][CH2:20]4)=[O:18])[CH2:13][CH2:12]3)=[CH:9][N:8]([CH3:24])[C:5]2=[N:6][CH:7]=1.[C:29]([C:31]1[CH:32]=[C:33]([CH:37]=[C:38]([O:40][CH3:41])[CH:39]=1)[C:34](O)=[O:35])#[N:30].[I-].ClCC1C=CC=C[NH+]=1.CCN(C(C)C)C(C)C. Product: [C:29]([C:31]1[CH:32]=[C:33]([CH:37]=[C:38]([O:40][CH3:41])[CH:39]=1)[C:34]([NH:1][C:2]1[C:3]([C:25]([F:28])([F:27])[F:26])=[C:4]2[C:10]([CH:11]3[CH2:16][CH2:15][N:14]([C:17]([CH:19]4[CH2:23][CH2:22][CH2:21][CH2:20]4)=[O:18])[CH2:13][CH2:12]3)=[CH:9][N:8]([CH3:24])[C:5]2=[N:6][CH:7]=1)=[O:35])#[N:30]. The catalyst class is: 1.